From a dataset of Peptide-MHC class I binding affinity with 185,985 pairs from IEDB/IMGT. Regression. Given a peptide amino acid sequence and an MHC pseudo amino acid sequence, predict their binding affinity value. This is MHC class I binding data. (1) The peptide sequence is LTFIFILL. The MHC is H-2-Kb with pseudo-sequence H-2-Kb. The binding affinity (normalized) is 0.364. (2) The peptide sequence is FLKQVYFES. The MHC is H-2-Kb with pseudo-sequence H-2-Kb. The binding affinity (normalized) is 0.555. (3) The binding affinity (normalized) is 0. The MHC is HLA-A29:02 with pseudo-sequence HLA-A29:02. The peptide sequence is SRISIYWTI. (4) The peptide sequence is PHDPDFLVL. The MHC is HLA-A29:02 with pseudo-sequence HLA-A29:02. The binding affinity (normalized) is 0.0847.